The task is: Regression. Given two drug SMILES strings and cell line genomic features, predict the synergy score measuring deviation from expected non-interaction effect.. This data is from NCI-60 drug combinations with 297,098 pairs across 59 cell lines. (1) Drug 1: CNC(=O)C1=CC=CC=C1SC2=CC3=C(C=C2)C(=NN3)C=CC4=CC=CC=N4. Drug 2: C(CC(=O)O)C(=O)CN.Cl. Cell line: SK-MEL-5. Synergy scores: CSS=-1.67, Synergy_ZIP=-0.535, Synergy_Bliss=-5.00, Synergy_Loewe=-9.93, Synergy_HSA=-11.0. (2) Drug 1: C1CCC(C1)C(CC#N)N2C=C(C=N2)C3=C4C=CNC4=NC=N3. Drug 2: C(=O)(N)NO. Cell line: MALME-3M. Synergy scores: CSS=5.40, Synergy_ZIP=-1.33, Synergy_Bliss=1.24, Synergy_Loewe=0.103, Synergy_HSA=-0.104.